Task: Predict the reaction yield, written as a fraction of the theoretical maximum amount of product (1.0 means a 100% yield; for example, 0.34 means a 34% yield).. Dataset: Reaction yield outcomes from USPTO patents with 853,638 reactions (1) The reactants are [CH3:1][C:2]1[S:3][C:4]([C:7]([OH:9])=[O:8])=[CH:5][N:6]=1.[CH2:10]([Li])CCC.[CH2:15]([C:19]1[C:23]([CH2:24]Cl)=[C:22]([CH3:26])[O:21][N:20]=1)[CH2:16][CH2:17][CH3:18]. The catalyst is C1COCC1.CCCCCC. The product is [CH3:10][O:8][C:7]([C:4]1[S:3][C:2]([CH2:1][CH2:24][C:23]2[C:19]([CH2:15][CH2:16][CH2:17][CH3:18])=[N:20][O:21][C:22]=2[CH3:26])=[N:6][CH:5]=1)=[O:9]. The yield is 0.580. (2) The reactants are [CH3:1][O:2][C:3]1[CH:4]=[C:5]2[C:10](=[CH:11][C:12]=1[O:13][CH3:14])[N:9]=[CH:8][CH:7]=[C:6]2[O:15][C:16]1[CH:22]=[CH:21][C:19]([NH2:20])=[C:18]([CH3:23])[C:17]=1[CH3:24].Cl[C:26](Cl)([O:28][C:29](=[O:35])OC(Cl)(Cl)Cl)Cl.[CH:37]1(O)[CH2:42][CH2:41]C[CH2:39][CH2:38]1.C(=O)(O)[O-].[Na+]. The catalyst is C(Cl)Cl.C(N(CC)CC)C.C1(C)C=CC=CC=1. The product is [CH3:1][O:2][C:3]1[CH:4]=[C:5]2[C:10](=[CH:11][C:12]=1[O:13][CH3:14])[N:9]=[CH:8][CH:7]=[C:6]2[O:15][C:16]1[CH:22]=[CH:21][C:19]([NH:20][C:29](=[O:35])[O:28][CH:26]2[CH2:41][CH2:42][CH2:37][CH2:38][CH2:39]2)=[C:18]([CH3:23])[C:17]=1[CH3:24]. The yield is 0.560. (3) The yield is 0.330. The reactants are [I:1][C:2]1[C:10]2[C:5](=[N:6][CH:7]=[N:8][C:9]=2[NH2:11])[NH:4][N:3]=1.[C:12]([O:16][C:17]([N:19]1[CH2:24][CH2:23][CH2:22][C@H:21](O)[CH2:20]1)=[O:18])([CH3:15])([CH3:14])[CH3:13].C1(P(C2C=CC=CC=2)C2C=CC=CC=2)C=CC=CC=1.N(C(OC(C)C)=O)=NC(OC(C)C)=O. The product is [NH2:11][C:9]1[N:8]=[CH:7][N:6]=[C:5]2[N:4]([C@@H:23]3[CH2:22][CH2:21][CH2:20][N:19]([C:17]([O:16][C:12]([CH3:15])([CH3:14])[CH3:13])=[O:18])[CH2:24]3)[N:3]=[C:2]([I:1])[C:10]=12. The catalyst is O1CCCC1. (4) The reactants are [NH2:1][C:2]1[S:3][C:4]2[CH:10]=[CH:9][C:8]([C:11]([OH:16])([CH2:14][CH3:15])[CH2:12][CH3:13])=[CH:7][C:5]=2[N:6]=1.[C:17](OC(=O)C)(=[O:19])[CH3:18]. The catalyst is CCOC(C)=O. The product is [CH2:12]([C:11]([C:8]1[CH:9]=[CH:10][C:4]2[S:3][C:2]([NH:1][C:17](=[O:19])[CH3:18])=[N:6][C:5]=2[CH:7]=1)([OH:16])[CH2:14][CH3:15])[CH3:13]. The yield is 0.950. (5) The yield is 0.470. The reactants are [Cl:1][C:2]1[CH:25]=[CH:24][C:5]([CH2:6][N:7]2[CH:12]=[C:11]([C:13]3[CH:18]=[CH:17][C:16]([O:19][CH2:20][CH2:21][NH2:22])=[CH:15][CH:14]=3)[CH:10]=[CH:9][C:8]2=[O:23])=[C:4]([F:26])[CH:3]=1.CCN(CC)CC.[C:34](Cl)(=[O:36])[CH3:35]. The product is [Cl:1][C:2]1[CH:25]=[CH:24][C:5]([CH2:6][N:7]2[C:8](=[O:23])[CH:9]=[CH:10][C:11]([C:13]3[CH:14]=[CH:15][C:16]([O:19][CH2:20][CH2:21][NH:22][C:34](=[O:36])[CH3:35])=[CH:17][CH:18]=3)=[CH:12]2)=[C:4]([F:26])[CH:3]=1. The catalyst is C(Cl)Cl. (6) The reactants are [Si:1]([O:8][CH2:9][C:10]1[CH:19]=[CH:18][C:13]([C:14]([NH:16][NH2:17])=[O:15])=[CH:12][CH:11]=1)([C:4]([CH3:7])([CH3:6])[CH3:5])([CH3:3])[CH3:2].Cl.[C:21](=N)(OCC)[CH2:22][CH3:23].CCN(CC)CC. The catalyst is CCO. The product is [Si:1]([O:8][CH2:9][C:10]1[CH:11]=[CH:12][C:13]([C:14]2[O:15][C:21]([CH2:22][CH3:23])=[N:17][N:16]=2)=[CH:18][CH:19]=1)([C:4]([CH3:7])([CH3:6])[CH3:5])([CH3:3])[CH3:2]. The yield is 0.440. (7) The reactants are [F:1][C:2]1[CH:7]=[CH:6][C:5]([C:8]2[C:13](/[CH:14]=[CH:15]/[CH:16]=[O:17])=[C:12]([CH:18]([CH3:20])[CH3:19])[N:11]=[C:10]([N:21]([CH3:26])[S:22]([CH3:25])(=[O:24])=[O:23])[N:9]=2)=[CH:4][CH:3]=1.[Cl-].[Li+].[CH2:29]([O:31][C:32]([O:39][Si](C)(C)C)=[CH:33][C:34]([O:36][CH2:37][CH3:38])=[CH2:35])[CH3:30]. The catalyst is O1CCCC1. The product is [CH2:37]([O:36][C:34]([CH2:35][C@H:16]([OH:17])/[CH:15]=[CH:14]/[C:13]1[C:8]([C:5]2[CH:4]=[CH:3][C:2]([F:1])=[CH:7][CH:6]=2)=[N:9][C:10]([N:21]([CH3:26])[S:22]([CH3:25])(=[O:24])=[O:23])=[N:11][C:12]=1[CH:18]([CH3:20])[CH3:19])=[CH:33][C:32]([O:31][CH2:29][CH3:30])=[O:39])[CH3:38]. The yield is 0.540. (8) The reactants are O.O.O.O.O.S(O)(O)(=O)=O.[CH:11]1[C:27]2[CH2:26][C@H:25]3[N:28]([CH2:30][CH2:31][C@@:17]45[C@H:24]3[CH:23]=[CH:22][C@H:20]([OH:21])[C@@H:18]4[O:19][C:15]([C:16]=25)=[C:13]([OH:14])[CH:12]=1)[CH3:29].C1C=CC(N[S:39]([C:42]([F:45])([F:44])[F:43])(=[O:41])=[O:40])=CC=1.C(N(CC)CC)C. The catalyst is C(Cl)Cl. The product is [F:43][C:42]([F:45])([F:44])[S:39]([C:13]1([OH:14])[C:15]2[O:19][C@@H:18]3[C@@:17]45[CH2:31][CH2:30][N:28]([CH3:29])[C@@H:25]([C@@H:24]4[CH:23]=[CH:22][C@@H:20]3[OH:21])[CH2:26][C:27]([C:16]5=2)=[CH:11][CH2:12]1)(=[O:41])=[O:40]. The yield is 0.620. (9) The reactants are [H-].[Na+].[F:3][C:4]1[CH:19]=[CH:18][C:7]2[C:8]([C:11]3[CH:12]=[C:13]([OH:17])[CH:14]=[CH:15][CH:16]=3)=[N:9][O:10][C:6]=2[CH:5]=1.CC1C=CC(S(O[CH2:31][C@H:32]2[O:34][CH2:33]2)(=O)=O)=CC=1. The catalyst is CN(C)C=O. The product is [F:3][C:4]1[CH:19]=[CH:18][C:7]2[C:8]([C:11]3[CH:16]=[CH:15][CH:14]=[C:13]([O:17][CH2:31][C@@H:32]4[CH2:33][O:34]4)[CH:12]=3)=[N:9][O:10][C:6]=2[CH:5]=1. The yield is 0.810. (10) The reactants are [NH2:1][C:2]1[C:10]2[C:5](=[N:6][C:7]([N:17]3[CH2:22][CH2:21][N:20]([CH3:23])[CH2:19][CH2:18]3)=[C:8]3[CH2:14][O:13][C:12]([CH3:16])([CH3:15])[CH2:11][C:9]3=2)[S:4][C:3]=1[C:24]([NH2:26])=[O:25].O.[C:28]1(C)C=CC(S(O)(=O)=O)=CC=1. The catalyst is C([O-])([O-])OCC. The product is [CH3:15][C:12]1([CH3:16])[O:13][CH2:14][C:8]2=[C:7]([N:17]3[CH2:22][CH2:21][N:20]([CH3:23])[CH2:19][CH2:18]3)[N:6]=[C:5]3[S:4][C:3]4[C:24](=[O:25])[NH:26][CH:28]=[N:1][C:2]=4[C:10]3=[C:9]2[CH2:11]1. The yield is 0.930.